This data is from NCI-60 drug combinations with 297,098 pairs across 59 cell lines. The task is: Regression. Given two drug SMILES strings and cell line genomic features, predict the synergy score measuring deviation from expected non-interaction effect. (1) Drug 1: CC12CCC3C(C1CCC2=O)CC(=C)C4=CC(=O)C=CC34C. Drug 2: CN1C2=C(C=C(C=C2)N(CCCl)CCCl)N=C1CCCC(=O)O.Cl. Cell line: BT-549. Synergy scores: CSS=43.8, Synergy_ZIP=0.452, Synergy_Bliss=0.760, Synergy_Loewe=-14.3, Synergy_HSA=0.595. (2) Drug 1: C1CCN(CC1)CCOC2=CC=C(C=C2)C(=O)C3=C(SC4=C3C=CC(=C4)O)C5=CC=C(C=C5)O. Drug 2: CC(CN1CC(=O)NC(=O)C1)N2CC(=O)NC(=O)C2. Cell line: MCF7. Synergy scores: CSS=19.4, Synergy_ZIP=-5.30, Synergy_Bliss=-2.43, Synergy_Loewe=-0.674, Synergy_HSA=0.0682.